This data is from Full USPTO retrosynthesis dataset with 1.9M reactions from patents (1976-2016). The task is: Predict the reactants needed to synthesize the given product. (1) Given the product [NH:2]1[C:6]2[CH:7]=[CH:8][C:9]([CH2:11][NH2:12])=[CH:10][C:5]=2[N:4]=[CH:3]1.[S:15]=[C:14]1[NH:13][C:16]2[S:20][C:19]3[CH2:21][CH2:22][CH2:23][CH2:24][C:18]=3[C:17]=2[C:25](=[O:27])[NH:32]1, predict the reactants needed to synthesize it. The reactants are: Cl.[NH:2]1[C:6]2[CH:7]=[CH:8][C:9]([CH2:11][NH2:12])=[CH:10][C:5]=2[N:4]=[CH:3]1.[N:13]([C:16]1[S:20][C:19]2[CH2:21][CH2:22][CH2:23][CH2:24][C:18]=2[C:17]=1[C:25]([O:27]CC)=O)=[C:14]=[S:15].C([N:32](CC)CC)C. (2) Given the product [F:5][C:6]1[CH:7]=[C:8]([CH:11]=[C:12]([OH:15])[C:13]=1[OH:14])[CH:9]=[O:10], predict the reactants needed to synthesize it. The reactants are: [Cl-].[Al+3].[Cl-].[Cl-].[F:5][C:6]1[CH:7]=[C:8]([CH:11]=[C:12]([O:15]C)[C:13]=1[OH:14])[CH:9]=[O:10].N1C=CC=CC=1.Cl. (3) Given the product [NH2:24][C:21]1[CH:20]=[CH:19][C:18]([C:16]2[CH:15]=[CH:14][C:13]3[N:12]([N:11]=[C:10]([NH:9][C:4]4[CH:5]=[CH:6][CH:7]=[CH:8][C:3]=4[C:1]#[N:2])[N:32]=3)[CH:17]=2)=[CH:23][CH:22]=1, predict the reactants needed to synthesize it. The reactants are: [C:1]([C:3]1[CH:8]=[CH:7][CH:6]=[CH:5][C:4]=1[NH:9][C:10]1[N:32]=[C:13]2[CH:14]=[CH:15][C:16]([C:18]3[CH:23]=[CH:22][C:21]([NH:24]C(=O)OC(C)(C)C)=[CH:20][CH:19]=3)=[CH:17][N:12]2[N:11]=1)#[N:2].COC1C=CC=C(OC)C=1.B(F)(F)F.C(=O)([O-])[O-].[K+].[K+]. (4) Given the product [CH3:30][N:29]([CH3:31])[CH2:28][CH2:27][C:26]([N:43]1[CH2:42][CH2:41][CH:40]([NH:39][C:37](=[O:38])[O:36][C:32]([CH3:35])([CH3:33])[CH3:34])[CH2:45][CH2:44]1)=[O:7], predict the reactants needed to synthesize it. The reactants are: Cl.CN(C(C)C(O)=[O:7])C.ON1C2C=CC=CC=2N=N1.Cl.C(N=C=N[CH2:26][CH2:27][CH2:28][N:29]([CH3:31])[CH3:30])C.[C:32]([O:36][C:37]([NH:39][CH:40]1[CH2:45][CH2:44][NH:43][CH2:42][CH2:41]1)=[O:38])([CH3:35])([CH3:34])[CH3:33].[OH-].[Na+]. (5) Given the product [Cl:1][C:2]1[C:7]([I:23])=[C:6]([Cl:8])[CH:5]=[CH:4][N:3]=1, predict the reactants needed to synthesize it. The reactants are: [Cl:1][C:2]1[CH:7]=[C:6]([Cl:8])[CH:5]=[CH:4][N:3]=1.CCN(C(C)C)C(C)C.C([Li])CCC.[I:23]I. (6) Given the product [C:15]([O:19][C:20](=[O:51])[N:21]([CH3:50])[C@H:22]([C:24](=[O:49])[NH:25][C@@H:26]1[C:32](=[O:33])[N:31]([CH2:34][C:35]2[C:44]3[C:39](=[CH:40][CH:41]=[CH:42][CH:43]=3)[CH:38]=[CH:37][CH:36]=2)[C:30]2[CH:45]=[CH:46][CH:47]=[CH:48][C:29]=2[N:28]([CH2:59][CH2:58][C:52]2[CH:57]=[CH:56][CH:55]=[CH:54][CH:53]=2)[CH2:27]1)[CH3:23])([CH3:18])([CH3:16])[CH3:17], predict the reactants needed to synthesize it. The reactants are: [BH-](OC(C)=O)(OC(C)=O)OC(C)=O.[Na+].[C:15]([O:19][C:20](=[O:51])[N:21]([CH3:50])[C@H:22]([C:24](=[O:49])[NH:25][C@@H:26]1[C:32](=[O:33])[N:31]([CH2:34][C:35]2[C:44]3[C:39](=[CH:40][CH:41]=[CH:42][CH:43]=3)[CH:38]=[CH:37][CH:36]=2)[C:30]2[CH:45]=[CH:46][CH:47]=[CH:48][C:29]=2[NH:28][CH2:27]1)[CH3:23])([CH3:18])([CH3:17])[CH3:16].[C:52]1([CH2:58][CH:59]=O)[CH:57]=[CH:56][CH:55]=[CH:54][CH:53]=1.